Predict which catalyst facilitates the given reaction. From a dataset of Catalyst prediction with 721,799 reactions and 888 catalyst types from USPTO. (1) Reactant: [Br:1][C:2]1[CH:7]=[CH:6][C:5]([C:8]2([C:11]([OH:13])=[O:12])[CH2:10][CH2:9]2)=[CH:4][CH:3]=1.[C:14]([O-])([O-])=O.[K+].[K+].CI. Product: [CH3:14][O:12][C:11]([C:8]1([C:5]2[CH:4]=[CH:3][C:2]([Br:1])=[CH:7][CH:6]=2)[CH2:10][CH2:9]1)=[O:13]. The catalyst class is: 3. (2) Reactant: Br[C:2]1[C:7]([CH3:8])=[CH:6][C:5]([O:9][CH3:10])=[CH:4][C:3]=1[CH3:11].[C:12](=[O:14])=[O:13]. Product: [CH3:10][O:9][C:5]1[CH:6]=[C:7]([CH3:8])[C:2]([C:12]([OH:14])=[O:13])=[C:3]([CH3:11])[CH:4]=1. The catalyst class is: 1. (3) Reactant: [Cl:1][C:2]1[CH:7]=[CH:6][C:5]([CH:8]2[O:13][CH2:12][C:11](=[O:14])[CH2:10][CH2:9]2)=[CH:4][CH:3]=1.[BH4-].[Na+]. Product: [Cl:1][C:2]1[CH:7]=[CH:6][C:5]([CH:8]2[O:13][CH2:12][CH:11]([OH:14])[CH2:10][CH2:9]2)=[CH:4][CH:3]=1. The catalyst class is: 5. (4) The catalyst class is: 5. Reactant: [Cl:1][C:2]1[CH:11]=[C:10](Cl)[C:9]2[C:4](=[CH:5][CH:6]=[C:7]([F:13])[CH:8]=2)[N:3]=1.[CH3:14][O-:15].[Na+]. Product: [Cl:1][C:2]1[CH:11]=[C:10]([O:15][CH3:14])[C:9]2[C:4](=[CH:5][CH:6]=[C:7]([F:13])[CH:8]=2)[N:3]=1. (5) Reactant: [CH3:1][C:2]1[O:6][C:5]([C:7]2[CH:31]=[CH:30][C:10]([O:11][C:12]3[CH:13]=[C:14]([CH:19]=[C:20]([O:22][CH:23]4[CH2:27][CH2:26][N:25]([CH3:28])[C:24]4=[O:29])[CH:21]=3)[C:15]([O:17]C)=[O:16])=[CH:9][CH:8]=2)=[N:4][N:3]=1.CO.[OH-].[Na+]. Product: [CH3:1][C:2]1[O:6][C:5]([C:7]2[CH:31]=[CH:30][C:10]([O:11][C:12]3[CH:13]=[C:14]([CH:19]=[C:20]([O:22][CH:23]4[CH2:27][CH2:26][N:25]([CH3:28])[C:24]4=[O:29])[CH:21]=3)[C:15]([OH:17])=[O:16])=[CH:9][CH:8]=2)=[N:4][N:3]=1. The catalyst class is: 20. (6) Reactant: C([NH:4][C:5]1[CH:6]=[C:7]2[C:12](=[CH:13][CH:14]=1)[C:10](=[O:11])[O:9][CH2:8]2)(=O)C.[H-].[Na+].[OH:17][C:18]([C:40]([F:43])([F:42])[F:41])([CH2:31][CH:32]([C:34]1[CH:39]=[CH:38][CH:37]=[CH:36][CH:35]=1)[CH3:33])[CH2:19]OS(C1C=CC(C)=CC=1)(=O)=O. Product: [OH:17][C:18]([C:40]([F:41])([F:42])[F:43])([CH2:31][CH:32]([C:34]1[CH:35]=[CH:36][CH:37]=[CH:38][CH:39]=1)[CH3:33])[CH2:19][NH:4][C:5]1[CH:6]=[C:7]2[C:12](=[CH:13][CH:14]=1)[C:10](=[O:11])[O:9][CH2:8]2. The catalyst class is: 9. (7) Reactant: Cl[C:2]1[C:11]2[C:6](=[CH:7][C:8]([Cl:12])=[CH:9][CH:10]=2)[N:5]=[CH:4][CH:3]=1.[NH2:13][CH2:14][CH2:15][CH2:16][N:17]1[CH2:22][CH2:21][N:20]([CH2:23][CH2:24][CH2:25][NH2:26])[CH2:19][CH2:18]1.C([O-])([O-])=O.[K+].[K+]. Product: [Cl:12][C:8]1[CH:7]=[C:6]2[C:11]([C:2]([NH:26][CH2:25][CH2:24][CH2:23][N:20]3[CH2:19][CH2:18][N:17]([CH2:16][CH2:15][CH2:14][NH:13][C:2]4[C:11]5[C:6](=[CH:7][C:8]([Cl:12])=[CH:9][CH:10]=5)[N:5]=[CH:4][CH:3]=4)[CH2:22][CH2:21]3)=[CH:3][CH:4]=[N:5]2)=[CH:10][CH:9]=1. The catalyst class is: 3.